From a dataset of Full USPTO retrosynthesis dataset with 1.9M reactions from patents (1976-2016). Predict the reactants needed to synthesize the given product. (1) Given the product [Cl:1][C:2]1[CH:21]=[CH:20][C:5]([O:6][C:7]2[C:15]3[C:10](=[CH:11][CH:12]=[CH:13][C:14]=3[N+:16]([O-:18])=[O:17])[N:9]([CH2:29][C:30]([O:32][CH2:33][CH3:34])=[O:31])[C:8]=2[CH3:19])=[CH:4][CH:3]=1, predict the reactants needed to synthesize it. The reactants are: [Cl:1][C:2]1[CH:21]=[CH:20][C:5]([O:6][C:7]2[C:15]3[C:10](=[CH:11][CH:12]=[CH:13][C:14]=3[N+:16]([O-:18])=[O:17])[NH:9][C:8]=2[CH3:19])=[CH:4][CH:3]=1.CC(C)([O-])C.[Na+].Br[CH2:29][C:30]([O:32][CH2:33][CH3:34])=[O:31]. (2) Given the product [N:1]1([C:7]2[CH:15]=[CH:14][C:13]([N+:16]([O-:18])=[O:17])=[CH:12][C:8]=2[C:9]([N:19]2[CH2:20][CH:21]=[C:22]([C:25]3[CH:32]=[CH:31][C:28]([C:29]#[N:30])=[CH:27][CH:26]=3)[CH2:23][CH2:24]2)=[O:10])[CH2:6][CH2:5][O:4][CH2:3][CH2:2]1, predict the reactants needed to synthesize it. The reactants are: [N:1]1([C:7]2[CH:15]=[CH:14][C:13]([N+:16]([O-:18])=[O:17])=[CH:12][C:8]=2[C:9](Cl)=[O:10])[CH2:6][CH2:5][O:4][CH2:3][CH2:2]1.[NH:19]1[CH2:24][CH:23]=[C:22]([C:25]2[CH:32]=[CH:31][C:28]([C:29]#[N:30])=[CH:27][CH:26]=2)[CH2:21][CH2:20]1.